From a dataset of Full USPTO retrosynthesis dataset with 1.9M reactions from patents (1976-2016). Predict the reactants needed to synthesize the given product. Given the product [CH:1]1([N:4]2[C:13]3[N:12]=[C:11]4[C:14]([F:31])=[C:15]([N:19]5[CH2:20][CH2:21][N:22]([CH2:25][C:26]6[O:30][CH:29]=[CH:28][CH:27]=6)[CH2:23][CH2:24]5)[C:16]([F:18])=[CH:17][C:10]4=[CH:9][C:8]=3[C:7](=[O:32])[C:6]([C:33]([OH:35])=[O:34])=[CH:5]2)[CH2:2][CH2:3]1, predict the reactants needed to synthesize it. The reactants are: [CH:1]1([N:4]2[C:13]3[N:12]=[C:11]4[C:14]([F:31])=[C:15]([N:19]5[CH2:24][CH2:23][N:22]([CH2:25][C:26]6[O:30][CH:29]=[CH:28][CH:27]=6)[CH2:21][CH2:20]5)[C:16]([F:18])=[CH:17][C:10]4=[CH:9][C:8]=3[C:7](=[O:32])[C:6]([C:33]([O:35]CC)=[O:34])=[CH:5]2)[CH2:3][CH2:2]1.C(O)(=O)C.